This data is from Reaction yield outcomes from USPTO patents with 853,638 reactions. The task is: Predict the reaction yield, written as a fraction of the theoretical maximum amount of product (1.0 means a 100% yield; for example, 0.34 means a 34% yield). (1) The reactants are S(=O)(=O)(O)O.[CH3:6][O:7][C:8]1[CH:9]=[C:10](N)[CH:11]=[N:12][CH:13]=1.N([O-])=[O:16].[Na+].[OH-].[Na+].[Na+].[Cl-]. The catalyst is O. The product is [CH3:6][O:7][C:8]1[CH:9]=[C:10]([OH:16])[CH:11]=[N:12][CH:13]=1. The yield is 0.301. (2) The reactants are [NH2:1][C:2]1[CH:7]=[CH:6][CH:5]=[CH:4][C:3]=1[SH:8].[N+:9]([C:12]1[CH:20]=[CH:19][C:15]([C:16](Cl)=O)=[CH:14][CH:13]=1)([O-:11])=[O:10]. The catalyst is N1C=CC=CC=1. The product is [N+:9]([C:12]1[CH:20]=[CH:19][C:15]([C:16]2[S:8][C:3]3[CH:4]=[CH:5][CH:6]=[CH:7][C:2]=3[N:1]=2)=[CH:14][CH:13]=1)([O-:11])=[O:10]. The yield is 0.760.